The task is: Predict which catalyst facilitates the given reaction.. This data is from Catalyst prediction with 721,799 reactions and 888 catalyst types from USPTO. (1) Reactant: [Al+3].[Cl-].[Cl-].[Cl-].B(Cl)(Cl)Cl.[Cl:9][C:10]1[CH:15]=[CH:14][CH:13]=[C:12]([N+:16]([O-])=O)[C:11]=1[F:19].[Cl:20][CH2:21][C:22]#N.Cl.[OH2:25]. Product: [NH2:16][C:12]1[C:11]([F:19])=[C:10]([Cl:9])[CH:15]=[CH:14][C:13]=1[C:22](=[O:25])[CH2:21][Cl:20]. The catalyst class is: 2. (2) Reactant: [NH2:1][C:2]1[CH:7]=[CH:6][C:5]([SH:8])=[C:4]([CH3:9])[CH:3]=1.C(N(CC)CC)C.Cl.Cl[CH2:19][C:20]1[N:24]([CH2:25][CH2:26][CH3:27])[CH:23]=[N:22][CH:21]=1.O. Product: [CH3:9][C:4]1[CH:3]=[C:2]([CH:7]=[CH:6][C:5]=1[S:8][CH2:19][C:20]1[N:24]([CH2:25][CH2:26][CH3:27])[CH:23]=[N:22][CH:21]=1)[NH2:1]. The catalyst class is: 83.